The task is: Predict which catalyst facilitates the given reaction.. This data is from Catalyst prediction with 721,799 reactions and 888 catalyst types from USPTO. (1) Reactant: [CH:1]1[C:9]2[C:8]3[CH:10]=[CH:11][CH:12]=[CH:13][C:7]=3[S:6][C:5]=2[C:4]([C:14]([C:16]2[CH:21]=[CH:20][CH:19]=[CH:18][CH:17]=2)=[O:15])=[CH:3][CH:2]=1.[C:22]1([Mg]Br)[CH:27]=[CH:26][CH:25]=[CH:24][CH:23]=1. Product: [CH:1]1[C:9]2[C:8]3[CH:10]=[CH:11][CH:12]=[CH:13][C:7]=3[S:6][C:5]=2[C:4]([C:14]([C:22]2[CH:27]=[CH:26][CH:25]=[CH:24][CH:23]=2)([C:16]2[CH:17]=[CH:18][CH:19]=[CH:20][CH:21]=2)[OH:15])=[CH:3][CH:2]=1. The catalyst class is: 365. (2) Reactant: CC(OC(/N=N/C(OC(C)C)=O)=O)C.C1(P(C2C=CC=CC=2)C2C=CC=CC=2)C=CC=CC=1.[CH2:34]([O:41][CH:42]([CH:68]([C:75]1[CH:80]=[CH:79][CH:78]=[CH:77][CH:76]=1)[C:69]1[CH:74]=[CH:73][CH:72]=[CH:71][CH:70]=1)[C:43]([NH:45][C:46]1[CH:51]=[CH:50][CH:49]=[C:48]([F:52])[C:47]=1[CH2:53][CH2:54][C@H:55]([NH:58][S:59]([C:62]1[CH:67]=[CH:66][CH:65]=[CH:64][CH:63]=1)(=[O:61])=[O:60])[CH2:56]O)=[O:44])[C:35]1[CH:40]=[CH:39][CH:38]=[CH:37][CH:36]=1. Product: [CH2:34]([O:41][CH:42]([CH:68]([C:69]1[CH:74]=[CH:73][CH:72]=[CH:71][CH:70]=1)[C:75]1[CH:76]=[CH:77][CH:78]=[CH:79][CH:80]=1)[C:43]([NH:45][C:46]1[CH:51]=[CH:50][CH:49]=[C:48]([F:52])[C:47]=1[CH2:53][CH2:54][CH:55]1[CH2:56][N@@:58]1[S:59]([C:62]1[CH:63]=[CH:64][CH:65]=[CH:66][CH:67]=1)(=[O:61])=[O:60])=[O:44])[C:35]1[CH:36]=[CH:37][CH:38]=[CH:39][CH:40]=1. The catalyst class is: 1. (3) Reactant: N[C@H](C1N(C2C=CC=CC=2)C(=O)C2C(C=1)=CC=CC=2C)C.ClC1N=CN=C2C=1N=CN2C1CCCCO1.CCN(C(C)C)C(C)C.[CH3:47][C:48]1[CH:49]=[CH:50][CH:51]=[C:52]2[C:57]=1[C:56](=[O:58])[N:55]([C:59]1[CH:64]=[CH:63][CH:62]=[CH:61][CH:60]=1)[C:54]([C@@H:65]([NH:67][C:68]1[N:76]=[CH:75][N:74]=[C:73]3[C:69]=1[N:70]=[CH:71][N:72]3[CH:77]1[CH2:82][CH2:81][CH2:80][CH2:79][O:78]1)[CH3:66])=[CH:53]2. Product: [N:76]1[C:68]([NH:67][C@H:65]([C:54]2[N:55]([C:59]3[CH:64]=[CH:63][CH:62]=[CH:61][CH:60]=3)[C:56](=[O:58])[C:57]3[C:52]([CH:53]=2)=[CH:51][CH:50]=[CH:49][C:48]=3[CH3:47])[CH3:66])=[C:69]2[C:73]([NH:72][CH:71]=[N:70]2)=[N:74][CH:75]=1.[CH3:47][C:48]1[CH:49]=[CH:50][CH:51]=[C:52]2[C:57]=1[C:56](=[O:58])[N:55]([C:59]1[CH:60]=[CH:61][CH:62]=[CH:63][CH:64]=1)[C:54]([C@@H:65]([NH:67][C:68]1[N:76]=[CH:75][N:74]=[C:73]3[C:69]=1[N:70]=[CH:71][N:72]3[CH:77]1[CH2:82][CH2:81][CH2:80][CH2:79][O:78]1)[CH3:66])=[CH:53]2. The catalyst class is: 114. (4) Reactant: [OH:1][C:2]1[CH:7]=[CH:6][C:5]([C:8](=[O:10])[CH3:9])=[CH:4][CH:3]=1.C(=O)([O-])[O-].[K+].[K+].[CH2:17](Br)[C:18]1[CH:23]=[CH:22][CH:21]=[CH:20][CH:19]=1. Product: [CH2:17]([O:1][C:2]1[CH:7]=[CH:6][C:5]([C:8](=[O:10])[CH3:9])=[CH:4][CH:3]=1)[C:18]1[CH:23]=[CH:22][CH:21]=[CH:20][CH:19]=1. The catalyst class is: 47. (5) Reactant: [CH3:1][O:2][C:3]1[CH:8]=[CH:7][C:6]([CH2:9][C:10]#[N:11])=[C:5]([N+:12]([O-:14])=[O:13])[CH:4]=1.B.O1CCCC1. Product: [CH3:1][O:2][C:3]1[CH:8]=[CH:7][C:6]([CH2:9][CH2:10][NH2:11])=[C:5]([N+:12]([O-:14])=[O:13])[CH:4]=1. The catalyst class is: 7.